This data is from NCI-60 drug combinations with 297,098 pairs across 59 cell lines. The task is: Regression. Given two drug SMILES strings and cell line genomic features, predict the synergy score measuring deviation from expected non-interaction effect. (1) Drug 1: CS(=O)(=O)C1=CC(=C(C=C1)C(=O)NC2=CC(=C(C=C2)Cl)C3=CC=CC=N3)Cl. Drug 2: CC1CCC2CC(C(=CC=CC=CC(CC(C(=O)C(C(C(=CC(C(=O)CC(OC(=O)C3CCCCN3C(=O)C(=O)C1(O2)O)C(C)CC4CCC(C(C4)OC)OCCO)C)C)O)OC)C)C)C)OC. Cell line: BT-549. Synergy scores: CSS=23.3, Synergy_ZIP=2.78, Synergy_Bliss=4.33, Synergy_Loewe=-11.2, Synergy_HSA=4.67. (2) Drug 1: C1CCC(CC1)NC(=O)N(CCCl)N=O. Drug 2: C(CN)CNCCSP(=O)(O)O. Cell line: U251. Synergy scores: CSS=18.5, Synergy_ZIP=-9.06, Synergy_Bliss=-6.93, Synergy_Loewe=-30.7, Synergy_HSA=-6.66. (3) Drug 1: CN(C)C1=NC(=NC(=N1)N(C)C)N(C)C. Drug 2: CCC1=C2CN3C(=CC4=C(C3=O)COC(=O)C4(CC)O)C2=NC5=C1C=C(C=C5)O. Cell line: SF-539. Synergy scores: CSS=40.4, Synergy_ZIP=-0.249, Synergy_Bliss=0.0503, Synergy_Loewe=-48.5, Synergy_HSA=-1.80. (4) Drug 1: CN(CC1=CN=C2C(=N1)C(=NC(=N2)N)N)C3=CC=C(C=C3)C(=O)NC(CCC(=O)O)C(=O)O. Drug 2: C1C(C(OC1N2C=C(C(=O)NC2=O)F)CO)O. Cell line: NCI-H226. Synergy scores: CSS=8.80, Synergy_ZIP=-6.45, Synergy_Bliss=-6.88, Synergy_Loewe=-14.3, Synergy_HSA=-8.74. (5) Drug 1: CN(CC1=CN=C2C(=N1)C(=NC(=N2)N)N)C3=CC=C(C=C3)C(=O)NC(CCC(=O)O)C(=O)O. Drug 2: C(CCl)NC(=O)N(CCCl)N=O. Cell line: OVCAR-4. Synergy scores: CSS=64.4, Synergy_ZIP=-0.481, Synergy_Bliss=-2.73, Synergy_Loewe=-52.1, Synergy_HSA=-1.45.